From a dataset of Full USPTO retrosynthesis dataset with 1.9M reactions from patents (1976-2016). Predict the reactants needed to synthesize the given product. (1) Given the product [NH2:13][C:10]1[CH:11]=[CH:12][N:7]([CH2:1][CH2:2][CH2:3][CH2:4][CH2:5][CH3:6])[C:8](=[O:17])[N:9]=1, predict the reactants needed to synthesize it. The reactants are: [CH2:1]([N:7]1[CH:12]=[CH:11][C:10]([NH:13]C(=O)C)=[N:9][C:8]1=[O:17])[CH2:2][CH2:3][CH2:4][CH2:5][CH3:6]. (2) Given the product [CH2:1]([O:8][N:9]1[C:15](=[O:16])[N:14]2[CH2:17][CH:10]1[CH2:11][CH2:12][CH:13]2[C:18]([NH:49][N:43]1[CH2:48][CH2:47][O:46][CH2:45][CH2:44]1)=[O:20])[C:2]1[CH:3]=[CH:4][CH:5]=[CH:6][CH:7]=1, predict the reactants needed to synthesize it. The reactants are: [CH2:1]([O:8][N:9]1[C:15](=[O:16])[N:14]2[CH2:17][CH:10]1[CH2:11][CH2:12][CH:13]2[C:18]([OH:20])=O)[C:2]1[CH:7]=[CH:6][CH:5]=[CH:4][CH:3]=1.Cl.C(N=C=NCCCN(C)C)C.ON1C2C=CC=CC=2N=N1.[N:43]1([NH2:49])[CH2:48][CH2:47][O:46][CH2:45][CH2:44]1. (3) Given the product [Cl:8][C:6]1[N:7]=[C:2]([C:24]2[CH2:23][CH2:22][O:21][CH2:20][CH:25]=2)[N:3]=[C:4]([N:9]2[CH2:14][CH2:13][O:12][CH2:11][CH2:10]2)[N:5]=1, predict the reactants needed to synthesize it. The reactants are: Cl[C:2]1[N:7]=[C:6]([Cl:8])[N:5]=[C:4]([N:9]2[CH2:14][CH2:13][O:12][CH2:11][CH2:10]2)[N:3]=1.C([Sn](CCCC)(CCCC)[CH:20]1[CH2:25][CH2:24][CH:23]=[CH:22][O:21]1)CCC. (4) Given the product [ClH:32].[ClH:32].[CH3:24][S:23][C:19]1[N:18]=[C:17]([CH:16]([OH:25])[CH2:15][NH:14][CH:11]2[CH2:10][CH2:9][NH:8][CH2:13][CH2:12]2)[CH:22]=[CH:21][N:20]=1, predict the reactants needed to synthesize it. The reactants are: C(OC([N:8]1[CH2:13][CH2:12][CH:11]([NH:14][CH2:15][CH:16]([OH:25])[C:17]2[CH:22]=[CH:21][N:20]=[C:19]([S:23][CH3:24])[N:18]=2)[CH2:10][CH2:9]1)=O)(C)(C)C.CCOC(C)=O.[ClH:32]. (5) The reactants are: [CH3:1][O:2][N:3]([CH3:18])[C:4]([CH:6]1[CH2:10][CH2:9][N:8](CC2C=CC=CC=2)[CH2:7]1)=[O:5].Cl[C:20]([O:22][CH2:23][C:24]1[CH:29]=[CH:28][CH:27]=[CH:26][CH:25]=1)=[O:21]. Given the product [CH2:23]([O:22][C:20]([N:8]1[CH2:9][CH2:10][CH:6]([C:4](=[O:5])[N:3]([O:2][CH3:1])[CH3:18])[CH2:7]1)=[O:21])[C:24]1[CH:29]=[CH:28][CH:27]=[CH:26][CH:25]=1, predict the reactants needed to synthesize it. (6) Given the product [CH2:7]([C:8]1[C:10]2[CH2:11][O:12][CH2:13][CH2:14][C:15]=2[N:34]=[C:32]([NH:31][C:21]2[CH:22]=[CH:23][C:24]([N:25]3[CH:29]=[C:28]([CH3:30])[N:27]=[CH:26]3)=[C:19]([O:18][CH3:17])[CH:20]=2)[N:33]=1)[C:1]1[CH:6]=[CH:5][CH:4]=[CH:3][CH:2]=1, predict the reactants needed to synthesize it. The reactants are: [C:1]1([CH2:7][C:8]([CH:10]2[C:15](=O)[CH2:14][CH2:13][O:12][CH2:11]2)=O)[CH:6]=[CH:5][CH:4]=[CH:3][CH:2]=1.[CH3:17][O:18][C:19]1[CH:20]=[C:21]([NH:31][C:32]([NH2:34])=[NH:33])[CH:22]=[CH:23][C:24]=1[N:25]1[CH:29]=[C:28]([CH3:30])[N:27]=[CH:26]1.N1C=CC=NC=1. (7) Given the product [CH3:1][O:3][C:4]1[CH:9]=[CH:8][N:7]([C:10]2[S:11][C:12]([C:16]([O:18][CH2:19][CH3:20])=[O:17])=[C:13]([CH3:15])[N:14]=2)[C:6](=[O:21])[CH:5]=1, predict the reactants needed to synthesize it. The reactants are: [CH3:1]I.[OH:3][C:4]1[CH:9]=[CH:8][N:7]([C:10]2[S:11][C:12]([C:16]([O:18][CH2:19][CH3:20])=[O:17])=[C:13]([CH3:15])[N:14]=2)[C:6](=[O:21])[CH:5]=1.